From a dataset of Full USPTO retrosynthesis dataset with 1.9M reactions from patents (1976-2016). Predict the reactants needed to synthesize the given product. (1) Given the product [C:11]([O:15][C:16]([N:18]1[CH2:24][CH2:23][C:22](=[O:25])[N:21]([CH2:26][CH2:27][CH:28]=[O:29])[CH2:20][C@H:19]1[CH3:30])=[O:17])([CH3:14])([CH3:13])[CH3:12], predict the reactants needed to synthesize it. The reactants are: C(Cl)(=O)C(Cl)=O.CS(C)=O.[C:11]([O:15][C:16]([N:18]1[CH2:24][CH2:23][C:22](=[O:25])[N:21]([CH2:26][CH2:27][CH2:28][OH:29])[CH2:20][C@H:19]1[CH3:30])=[O:17])([CH3:14])([CH3:13])[CH3:12].C(N(CC)CC)C.P([O-])(O)(O)=O.[K+]. (2) Given the product [Br:16][C:2]1[C:3]([CH3:11])=[C:4]([CH:8]=[CH:9][CH:10]=1)[C:5]([OH:7])=[O:6], predict the reactants needed to synthesize it. The reactants are: N[C:2]1[C:3]([CH3:11])=[C:4]([CH:8]=[CH:9][CH:10]=1)[C:5]([OH:7])=[O:6].N([O-])=O.[Na+].[BrH:16]. (3) Given the product [C:22]([O:21][C:19](=[O:20])[NH:26][CH2:27][CH2:28][N:14]1[CH2:15][CH2:16][CH2:17][CH:13]1[C:12](=[O:18])[NH:11][CH:2]1[CH:3]2[CH2:4][CH:5]3[CH2:6][CH:7]([CH2:8][CH:1]1[CH2:10]3)[CH2:9]2)([CH3:25])([CH3:24])[CH3:23], predict the reactants needed to synthesize it. The reactants are: [CH:1]12[CH2:10][CH:5]3[CH2:6][CH:7]([CH2:9][CH:3]([CH2:4]3)[CH:2]1[NH:11][C:12](=[O:18])[C@H:13]1[CH2:17][CH2:16][CH2:15][NH:14]1)[CH2:8]2.[C:19]([NH:26][CH2:27][CH:28]=O)([O:21][C:22]([CH3:25])([CH3:24])[CH3:23])=[O:20].[Na]. (4) The reactants are: C[O:2][C:3](=[O:23])[CH2:4][CH2:5][C:6]1[CH:11]=[CH:10][C:9]([O:12][CH2:13][CH2:14][C@@H:15]([O:17]S(C)(=O)=O)[CH3:16])=[CH:8][C:7]=1[CH3:22].[Cl:24][C:25]1[CH:26]=[CH:27][C:28](O)=[N:29][CH:30]=1. Given the product [Cl:24][C:25]1[CH:26]=[CH:27][C:28]([O:17][C@H:15]([CH3:16])[CH2:14][CH2:13][O:12][C:9]2[CH:10]=[CH:11][C:6]([CH2:5][CH2:4][C:3]([OH:2])=[O:23])=[C:7]([CH3:22])[CH:8]=2)=[N:29][CH:30]=1, predict the reactants needed to synthesize it. (5) The reactants are: C1COCC1.[CH3:6][C:7]1[CH:12]=[CH:11][C:10]([Mg]Br)=[CH:9][CH:8]=1.CCOCC.[CH:20](=[O:28])[C:21]1[C:22](=[CH:24][CH:25]=[CH:26][CH:27]=1)[OH:23].C1(C)C=CC=CC=1. Given the product [CH3:6][C:7]1[CH:12]=[CH:11][C:10]([CH:20]([OH:28])[C:21]2[CH:27]=[CH:26][CH:25]=[CH:24][C:22]=2[OH:23])=[CH:9][CH:8]=1, predict the reactants needed to synthesize it. (6) The reactants are: [Cl:1][C:2]1[CH:7]=[CH:6][C:5]([N:8]2[CH:12]=[C:11]([CH:13]3[CH2:18][C:17]([CH3:20])([CH3:19])[O:16][C:15]([CH3:22])([CH3:21])[CH2:14]3)[N:10]=[C:9]2[C:23]2[C:24]([O:29]C)=[N:25][CH:26]=[CH:27][CH:28]=2)=[CH:4][CH:3]=1.Br. Given the product [Cl:1][C:2]1[CH:7]=[CH:6][C:5]([N:8]2[CH:12]=[C:11]([CH:13]3[CH2:18][C:17]([CH3:20])([CH3:19])[O:16][C:15]([CH3:22])([CH3:21])[CH2:14]3)[N:10]=[C:9]2[C:23]2[C:24](=[O:29])[NH:25][CH:26]=[CH:27][CH:28]=2)=[CH:4][CH:3]=1, predict the reactants needed to synthesize it.